From a dataset of Catalyst prediction with 721,799 reactions and 888 catalyst types from USPTO. Predict which catalyst facilitates the given reaction. (1) Product: [NH2:10][C@H:8]([C:7]1[N:6]=[C:5]2[CH:11]=[CH:12][N:13]([CH3:14])[C:4]2=[CH:3][C:2]=1[N:15]1[CH2:19][CH2:18][CH:17]([OH:20])[CH2:16]1)[CH3:9]. The catalyst class is: 12. Reactant: Br[C:2]1[CH:3]=[C:4]2[N:13]([CH3:14])[CH:12]=[CH:11][C:5]2=[N:6][C:7]=1[C@@H:8]([NH2:10])[CH3:9].[NH:15]1[CH2:19][CH2:18][CH:17]([OH:20])[CH2:16]1.CC([O-])(C)C.[K+]. (2) Reactant: [Cl:1][C:2]1[CH:21]=[C:20]([Cl:22])[CH:19]=[CH:18][C:3]=1[CH2:4][CH:5]1[CH2:9][CH2:8][N:7]([CH:10]2[CH2:15][CH2:14][CH:13]([OH:16])[CH2:12][CH2:11]2)[C:6]1=[O:17].C1(C)C=CC(S(O)(=O)=O)=CC=1. Product: [Cl:1][C:2]1[CH:21]=[C:20]([Cl:22])[CH:19]=[CH:18][C:3]=1[CH2:4][CH:5]1[CH2:9][CH2:8][N:7]([CH:10]2[CH2:11][CH2:12][C:13](=[O:16])[CH2:14][CH2:15]2)[C:6]1=[O:17]. The catalyst class is: 21. (3) Reactant: [ClH:1].O1CCOCC1.C(OC([N:15]1[CH2:20][CH2:19][CH:18]([O:21][C:22]2[C:31]3[C:26](=[CH:27][CH:28]=[CH:29][CH:30]=3)[C:25]([NH:32][C:33]([NH:35][C:36]3[N:37]([C:45]4[CH:50]=[CH:49][C:48]([CH3:51])=[CH:47][CH:46]=4)[N:38]=[C:39]([C:41]4([CH3:44])[CH2:43][CH2:42]4)[CH:40]=3)=[O:34])=[CH:24][N:23]=2)[CH2:17][CH2:16]1)=O)(C)(C)C. Product: [ClH:1].[ClH:1].[CH3:44][C:41]1([C:39]2[CH:40]=[C:36]([NH:35][C:33]([NH:32][C:25]3[C:26]4[C:31](=[CH:30][CH:29]=[CH:28][CH:27]=4)[C:22]([O:21][CH:18]4[CH2:19][CH2:20][NH:15][CH2:16][CH2:17]4)=[N:23][CH:24]=3)=[O:34])[N:37]([C:45]3[CH:50]=[CH:49][C:48]([CH3:51])=[CH:47][CH:46]=3)[N:38]=2)[CH2:43][CH2:42]1. The catalyst class is: 4. (4) Reactant: [CH2:1]([N:3]1[C:7]2=[N:8][C:9]([CH2:44][CH3:45])=[C:10]([CH2:19][NH:20][C:21](=[O:43])[C:22]3[CH:27]=[CH:26][C:25]([NH:28][C:29](=[O:42])[CH2:30][CH2:31][CH2:32][CH2:33][CH2:34][CH2:35][CH2:36][N:37]([CH2:39][CH2:40][OH:41])[CH3:38])=[CH:24][CH:23]=3)[C:11]([NH:12][CH:13]3[CH2:18][CH2:17][O:16][CH2:15][CH2:14]3)=[C:6]2[CH:5]=[N:4]1)[CH3:2].[C:46]12([CH2:56][S:57]([OH:60])(=[O:59])=[O:58])[C:53]([CH3:55])([CH3:54])[CH:50]([CH2:51][CH2:52]1)[CH2:49][C:47]2=[O:48]. Product: [C:46]12([CH2:56][S:57]([OH:60])(=[O:58])=[O:59])[C:53]([CH3:55])([CH3:54])[CH:50]([CH2:51][CH2:52]1)[CH2:49][C:47]2=[O:48].[CH2:1]([N:3]1[C:7]2=[N:8][C:9]([CH2:44][CH3:45])=[C:10]([CH2:19][NH:20][C:21](=[O:43])[C:22]3[CH:27]=[CH:26][C:25]([NH:28][C:29](=[O:42])[CH2:30][CH2:31][CH2:32][CH2:33][CH2:34][CH2:35][CH2:36][N:37]([CH2:39][CH2:40][OH:41])[CH3:38])=[CH:24][CH:23]=3)[C:11]([NH:12][CH:13]3[CH2:14][CH2:15][O:16][CH2:17][CH2:18]3)=[C:6]2[CH:5]=[N:4]1)[CH3:2]. The catalyst class is: 13. (5) Reactant: [F:1][C:2]1[C:7]([F:8])=[CH:6][CH:5]=[CH:4][C:3]=1[C:9]1[N:35]=[C:12]2[CH:13]=[N:14][N:15]([CH2:17][C:18]3[N:23]=[N:22][C:21]([C:24]4[CH:29]=[CH:28][C:27]([OH:30])=[CH:26][C:25]=4[C:31]([F:34])([F:33])[F:32])=[CH:20][CH:19]=3)[CH:16]=[C:11]2[N:10]=1.C1C=CC(N[S:43]([C:46]([F:49])([F:48])[F:47])(=[O:45])=[O:44])=CC=1.CN(C=O)C.CCN(C(C)C)C(C)C. Product: [F:1][C:2]1[C:7]([F:8])=[CH:6][CH:5]=[CH:4][C:3]=1[C:9]1[N:35]=[C:12]2[CH:13]=[N:14][N:15]([CH2:17][C:18]3[N:23]=[N:22][C:21]([C:24]4[CH:29]=[CH:28][C:27]([O:30][S:43]([C:46]([F:49])([F:48])[F:47])(=[O:45])=[O:44])=[CH:26][C:25]=4[C:31]([F:33])([F:34])[F:32])=[CH:20][CH:19]=3)[CH:16]=[C:11]2[N:10]=1. The catalyst class is: 6. (6) Reactant: C([Li])CCC.[CH3:6][O:7][C:8]1[C:16]2[O:15][CH:14]=[CH:13][C:12]=2[CH:11]=[CH:10][CH:9]=1.[O:17]1[CH2:21][CH2:20][C:19](=[O:22])[CH2:18]1. Product: [CH3:6][O:7][C:8]1[C:16]2[O:15][C:14]([C:19]3([OH:22])[CH2:20][CH2:21][O:17][CH2:18]3)=[CH:13][C:12]=2[CH:11]=[CH:10][CH:9]=1. The catalyst class is: 7. (7) The catalyst class is: 8. Product: [CH2:29]([O:28][C:26]([CH:22]1[C:21]2[N:18]=[C:16]([NH:15][C:5]3[CH:6]=[CH:7][C:8]([N:9]4[CH:13]=[C:12]([CH3:14])[N:11]=[CH:10]4)=[C:3]([O:2][CH3:1])[CH:4]=3)[S:17][C:20]=2[CH2:25][CH2:24][CH2:23]1)=[O:27])[CH3:30]. Reactant: [CH3:1][O:2][C:3]1[CH:4]=[C:5]([NH:15][C:16]([NH2:18])=[S:17])[CH:6]=[CH:7][C:8]=1[N:9]1[CH:13]=[C:12]([CH3:14])[N:11]=[CH:10]1.Br[CH:20]1[CH2:25][CH2:24][CH2:23][CH:22]([C:26]([O:28][CH2:29][CH3:30])=[O:27])[C:21]1=O.